Dataset: Forward reaction prediction with 1.9M reactions from USPTO patents (1976-2016). Task: Predict the product of the given reaction. (1) Given the reactants [F:1][CH:2]([F:27])[O:3][C:4]1[CH:9]=[CH:8][C:7]([CH:10]([C:12]2([C:18]3[CH:23]=[C:22]([F:24])[CH:21]=[C:20]([F:25])[CH:19]=3)SCCCS2)[OH:11])=[CH:6][C:5]=1[CH3:26].FC(F)(F)C(OC1C(OC(=O)C(F)(F)F)=C(I)C=CC=1)=[O:31].CCOC(C)=O.CCCCCC.CCOC(C)=O, predict the reaction product. The product is: [F:1][CH:2]([F:27])[O:3][C:4]1[CH:9]=[CH:8][C:7]([CH:10]([OH:11])[C:12]([C:18]2[CH:23]=[C:22]([F:24])[CH:21]=[C:20]([F:25])[CH:19]=2)=[O:31])=[CH:6][C:5]=1[CH3:26]. (2) Given the reactants [NH2:1][C:2]1[C:11]2[C:6](=[C:7]([S:12]([N:15]([CH2:27][CH2:28][CH2:29][C:30]3[CH:35]=[CH:34][CH:33]=[CH:32][CH:31]=3)[CH2:16][CH2:17][CH2:18][NH:19]C(OC(C)(C)C)=O)(=[O:14])=[O:13])[CH:8]=[CH:9][CH:10]=2)[CH:5]=[CH:4][N:3]=1.[ClH:36].CO, predict the reaction product. The product is: [ClH:36].[NH2:1][C:2]1[C:11]2[C:6](=[C:7]([S:12]([N:15]([CH2:27][CH2:28][CH2:29][C:30]3[CH:31]=[CH:32][CH:33]=[CH:34][CH:35]=3)[CH2:16][CH2:17][CH2:18][NH2:19])(=[O:14])=[O:13])[CH:8]=[CH:9][CH:10]=2)[CH:5]=[CH:4][N:3]=1.